From a dataset of Forward reaction prediction with 1.9M reactions from USPTO patents (1976-2016). Predict the product of the given reaction. (1) Given the reactants [Cl:1][C:2]1[CH:7]=[CH:6][C:5]([CH2:8][CH2:9][N:10]([CH3:17])[C@@H:11]2[CH2:15][CH2:14][CH2:13][C@H:12]2[NH2:16])=[CH:4][CH:3]=1.[CH3:18][S:19]([C:22]1[CH:30]=[CH:29][C:25]([C:26](O)=[O:27])=[CH:24][CH:23]=1)(=[O:21])=[O:20], predict the reaction product. The product is: [ClH:1].[Cl:1][C:2]1[CH:7]=[CH:6][C:5]([CH2:8][CH2:9][N:10]([CH3:17])[C@@H:11]2[CH2:15][CH2:14][CH2:13][C@H:12]2[NH:16][C:26](=[O:27])[C:25]2[CH:24]=[CH:23][C:22]([S:19]([CH3:18])(=[O:21])=[O:20])=[CH:30][CH:29]=2)=[CH:4][CH:3]=1. (2) Given the reactants [Cl-].O[NH3+:3].[C:4](=[O:7])([O-])[OH:5].[Na+].CS(C)=O.[CH2:13]([C:15]1[N:16]=[C:17]([CH2:48][CH2:49][CH3:50])[N:18]([CH2:32][C:33]2[CH:38]=[CH:37][C:36]([C:39]3[C:40]([C:45]#[N:46])=[CH:41][CH:42]=[CH:43][CH:44]=3)=[CH:35][C:34]=2[F:47])[C:19](=[O:31])[C:20]=1[C:21]1[CH:22]=[N:23][C:24]([O:27][CH:28]([CH3:30])[CH3:29])=[CH:25][CH:26]=1)[CH3:14], predict the reaction product. The product is: [CH2:13]([C:15]1[N:16]=[C:17]([CH2:48][CH2:49][CH3:50])[N:18]([CH2:32][C:33]2[CH:38]=[CH:37][C:36]([C:39]3[CH:44]=[CH:43][CH:42]=[CH:41][C:40]=3[C:45]3[NH:3][C:4](=[O:7])[O:5][N:46]=3)=[CH:35][C:34]=2[F:47])[C:19](=[O:31])[C:20]=1[C:21]1[CH:22]=[N:23][C:24]([O:27][CH:28]([CH3:29])[CH3:30])=[CH:25][CH:26]=1)[CH3:14]. (3) Given the reactants [CH3:1][O:2][C:3]1[CH:4]=[C:5]([C:9]2[CH:14]=[CH:13][N:12]=[C:11]([NH2:15])[C:10]=2[NH2:16])[CH:6]=[CH:7][CH:8]=1.[CH3:17][O:18][C:19](=[O:29])[C:20]1[CH:28]=[CH:27][C:23]([C:24](O)=O)=[CH:22][CH:21]=1, predict the reaction product. The product is: [CH3:1][O:2][C:3]1[CH:4]=[C:5]([C:9]2[CH:14]=[CH:13][N:12]=[C:11]3[NH:15][C:24]([C:23]4[CH:27]=[CH:28][C:20]([C:19]([O:18][CH3:17])=[O:29])=[CH:21][CH:22]=4)=[N:16][C:10]=23)[CH:6]=[CH:7][CH:8]=1. (4) Given the reactants [S:1]1[C:5]2[CH:6]=[CH:7][CH:8]=[CH:9][C:4]=2[CH:3]=[C:2]1[C@@H:10]([C:18]1[CH:23]=[CH:22][CH:21]=[CH:20][C:19]=1[Cl:24])[NH:11][S@](C(C)(C)C)=O.CO.Cl, predict the reaction product. The product is: [ClH:24].[S:1]1[C:5]2[CH:6]=[CH:7][CH:8]=[CH:9][C:4]=2[CH:3]=[C:2]1[C@@H:10]([C:18]1[CH:23]=[CH:22][CH:21]=[CH:20][C:19]=1[Cl:24])[NH2:11]. (5) Given the reactants [Cl:1][C:2]1[CH:3]=[C:4]([N:9]2[C:13](=[O:14])/[C:12](=[CH:15]\[C:16]3[CH:23]=[CH:22][C:19]([C:20]#[N:21])=[CH:18][CH:17]=3)/[N:11]([CH3:24])[C:10]2=[O:25])[CH:5]=[C:6]([Cl:8])[CH:7]=1.NCC(O)=O.[CH2:31]1N2CN3CN(C2)[CH2:33][N:32]1C3.Cl, predict the reaction product. The product is: [ClH:1].[Cl:1][C:2]1[CH:3]=[C:4]([N:9]2[C:13](=[O:14])[C@@:12]3([C@H:15]([C:16]4[CH:17]=[CH:18][C:19]([C:20]#[N:21])=[CH:22][CH:23]=4)[CH2:33][NH:32][CH2:31]3)[N:11]([CH3:24])[C:10]2=[O:25])[CH:5]=[C:6]([Cl:8])[CH:7]=1. (6) Given the reactants [CH2:1]([N:3]([CH2:31][CH3:32])[C:4]1[CH:5]=[C:6]([CH2:15][O:16][C:17]2[CH:22]=[CH:21][C:20]([CH2:23][CH:24]([CH3:30])[C:25]([O:27]CC)=[O:26])=[CH:19][CH:18]=2)[C:7]2[O:11][C:10]([CH3:13])([CH3:12])[CH2:9][C:8]=2[CH:14]=1)[CH3:2].CO.[OH-].[Li+].Cl, predict the reaction product. The product is: [CH2:31]([N:3]([CH2:1][CH3:2])[C:4]1[CH:5]=[C:6]([CH2:15][O:16][C:17]2[CH:18]=[CH:19][C:20]([CH2:23][CH:24]([CH3:30])[C:25]([OH:27])=[O:26])=[CH:21][CH:22]=2)[C:7]2[O:11][C:10]([CH3:12])([CH3:13])[CH2:9][C:8]=2[CH:14]=1)[CH3:32]. (7) Given the reactants [CH3:1][C@@H:2]1[C:6]2[N:7](S(C3C=CC(C)=CC=3)(=O)=O)[CH:8]=[CH:9][C:5]=2[C:4](=[O:20])[NH:3]1.C([O-])([O-])=O.[K+].[K+], predict the reaction product. The product is: [CH3:1][C@@H:2]1[C:6]2[NH:7][CH:8]=[CH:9][C:5]=2[C:4](=[O:20])[NH:3]1. (8) Given the reactants CI.[NH2:3][C:4]1[CH:24]=[CH:23][CH:22]=[C:21]([CH3:25])[C:5]=1[CH2:6][NH:7][C:8]([NH:10][C:11]1[CH:16]=[CH:15][CH:14]=[C:13]([C:17]([F:20])([F:19])[F:18])[CH:12]=1)=S, predict the reaction product. The product is: [CH3:25][C:21]1[CH:22]=[CH:23][CH:24]=[C:4]2[C:5]=1[CH2:6][NH:7][C:8]([NH:10][C:11]1[CH:16]=[CH:15][CH:14]=[C:13]([C:17]([F:20])([F:19])[F:18])[CH:12]=1)=[N:3]2. (9) Given the reactants [Br:1][C:2]1[CH:7]=[CH:6][C:5]([N:8]2[C:12](C(O)=O)=[C:11]([CH3:16])[N:10]=[N:9]2)=[CH:4][CH:3]=1.[CH:17]1([CH:21]([OH:23])[CH3:22])[CH2:20][CH2:19]C1.C([N:26]([CH2:29]C)CC)C.C1(P(N=[N+]=[N-])(C2C=CC=CC=2)=[O:38])C=CC=CC=1, predict the reaction product. The product is: [CH:17]1([CH:21]([O:23][C:29](=[O:38])[NH:26][C:12]2[N:8]([C:5]3[CH:4]=[CH:3][C:2]([Br:1])=[CH:7][CH:6]=3)[N:9]=[N:10][C:11]=2[CH3:16])[CH3:22])[CH2:20][CH2:19]1.